This data is from Forward reaction prediction with 1.9M reactions from USPTO patents (1976-2016). The task is: Predict the product of the given reaction. Given the reactants [OH:1][CH2:2][CH2:3][O:4][C:5]1[C:10]([CH3:11])=[CH:9][C:8]([CH2:12][CH2:13][C:14]([C:16]2[S:23][C:22]([CH3:24])=[C:21]3[C:17]=2[CH2:18][C@H:19]2[C:25]([CH3:27])([CH3:26])[C@H:20]23)=[O:15])=[CH:7][C:6]=1[CH3:28].CCN(C(C)C)C(C)C.[CH3:38][S:39](Cl)(=[O:41])=[O:40], predict the reaction product. The product is: [CH3:28][C:6]1[CH:7]=[C:8]([CH2:12][CH2:13][C:14](=[O:15])[C:16]2[S:23][C:22]([CH3:24])=[C:21]3[C:17]=2[CH2:18][C@H:19]2[C:25]([CH3:26])([CH3:27])[C@H:20]23)[CH:9]=[C:10]([CH3:11])[C:5]=1[O:4][CH2:3][CH2:2][O:1][S:39]([CH3:38])(=[O:41])=[O:40].